Predict the reactants needed to synthesize the given product. From a dataset of Full USPTO retrosynthesis dataset with 1.9M reactions from patents (1976-2016). (1) Given the product [Cl:1][C:2]1[CH:3]=[CH:4][C:5]([CH3:10])=[C:6]([CH:7]=[N:28][C:26]([O:35][Si:13]([CH3:15])([CH3:14])[CH3:12])=[CH2:27])[CH:9]=1, predict the reactants needed to synthesize it. The reactants are: [Cl:1][C:2]1[CH:3]=[CH:4][C:5]([CH3:10])=[C:6]([CH:9]=1)[CH:7]=O.[Li+].[CH3:12][Si:13]([N-][Si:13]([CH3:15])([CH3:14])[CH3:12])([CH3:15])[CH3:14].C[Si](Cl)(C)C.[CH2:26]([N:28](CC)CC)[CH3:27].C(Cl)(=[O:35])C. (2) Given the product [C:23]([O:27][C:28](=[O:58])[N:29]([CH2:31][CH:32]([O:50][Si:51]([C:54]([CH3:57])([CH3:56])[CH3:55])([CH3:52])[CH3:53])[CH2:33][O:34][C:35]1[CH:36]=[CH:37][CH:38]=[C:39]([C:2]2[N:3]=[C:4]([Cl:16])[CH:5]=[C:6]([N:8]([CH3:15])[CH:9]3[CH2:14][CH2:13][O:12][CH2:11][CH2:10]3)[N:7]=2)[CH:40]=1)[CH3:30])([CH3:24])([CH3:26])[CH3:25], predict the reactants needed to synthesize it. The reactants are: Cl[C:2]1[N:7]=[C:6]([N:8]([CH3:15])[CH:9]2[CH2:14][CH2:13][O:12][CH2:11][CH2:10]2)[CH:5]=[C:4]([Cl:16])[N:3]=1.C([O-])([O-])=O.[Na+].[Na+].[C:23]([O:27][C:28](=[O:58])[N:29]([CH2:31][CH:32]([O:50][Si:51]([C:54]([CH3:57])([CH3:56])[CH3:55])([CH3:53])[CH3:52])[CH2:33][O:34][C:35]1[CH:40]=[CH:39][CH:38]=[C:37](B2OC(C)(C)C(C)(C)O2)[CH:36]=1)[CH3:30])([CH3:26])([CH3:25])[CH3:24]. (3) Given the product [CH3:13][C:7]1([CH3:14])[CH2:6][C:5]2[C:10](=[CH:11][C:2]([O:1][C@H:49]3[CH2:53][CH2:52][O:51][CH2:50]3)=[CH:3][CH:4]=2)[C:9](=[O:12])[CH2:8]1, predict the reactants needed to synthesize it. The reactants are: [OH:1][C:2]1[CH:11]=[C:10]2[C:5]([CH2:6][C:7]([CH3:14])([CH3:13])[CH2:8][C:9]2=[O:12])=[CH:4][CH:3]=1.C1(P(C2C=CC=CC=2)C2C=CC=CC=2)C=CC=CC=1.N(C(OC(C)C)=O)=NC(OC(C)C)=O.O[C@@H:49]1[CH2:53][CH2:52][O:51][CH2:50]1.Cl. (4) Given the product [Br:7][C:8]1[CH:9]=[N:10][S:11][C:12]=1[NH:13][C@H:14]([C:19]([O:21][CH3:22])=[O:20])[CH2:15][CH:16]([CH3:18])[CH3:17], predict the reactants needed to synthesize it. The reactants are: OP([O-])(O)=O.[K+].[Br:7][C:8]1[CH:9]=[N:10][S:11][C:12]=1[N:13](C(OCC(Cl)(Cl)Cl)=O)[C@H:14]([C:19]([O:21][CH3:22])=[O:20])[CH2:15][CH:16]([CH3:18])[CH3:17]. (5) Given the product [CH2:1]([NH:8][C:9]([C:11]1[S:15][C:14]([N:16]2[CH2:21][CH2:20][CH2:19][CH:18]([CH:34]([OH:41])[C:35]3[CH:40]=[CH:39][CH:38]=[CH:37][CH:36]=3)[C:17]2=[O:22])=[N:13][C:12]=1[CH3:23])=[O:10])[C:2]1[CH:7]=[CH:6][CH:5]=[CH:4][CH:3]=1, predict the reactants needed to synthesize it. The reactants are: [CH2:1]([NH:8][C:9]([C:11]1[S:15][C:14]([N:16]2[CH2:21][CH2:20][CH2:19][CH2:18][C:17]2=[O:22])=[N:13][C:12]=1[CH3:23])=[O:10])[C:2]1[CH:7]=[CH:6][CH:5]=[CH:4][CH:3]=1.C[Si]([N-][Si](C)(C)C)(C)C.[Li+].[CH:34](=[O:41])[C:35]1[CH:40]=[CH:39][CH:38]=[CH:37][CH:36]=1.O. (6) Given the product [C:5]([N:8]1[C:17]2[C:12](=[CH:13][C:14]([OH:18])=[CH:15][CH:16]=2)[C:11]([C:21]2[CH:26]=[CH:25][CH:24]=[CH:23][CH:22]=2)([CH3:20])[CH2:10][C:9]1([CH3:28])[CH3:27])(=[O:7])[CH3:6], predict the reactants needed to synthesize it. The reactants are: B(Br)(Br)Br.[C:5]([N:8]1[C:17]2[C:12](=[CH:13][C:14]([O:18]C)=[CH:15][CH:16]=2)[C:11]([C:21]2[CH:26]=[CH:25][CH:24]=[CH:23][CH:22]=2)([CH3:20])[CH2:10][C:9]1([CH3:28])[CH3:27])(=[O:7])[CH3:6].O. (7) Given the product [CH:17]([C:20]1[CH:25]=[CH:24][CH:23]=[CH:22][C:21]=1[S:36][C:31]1[CH:32]=[CH:33][CH:34]=[CH:35][C:30]=1[CH:27]([CH3:29])[CH3:28])([CH3:19])[CH3:18], predict the reactants needed to synthesize it. The reactants are: C(=O)([O-])[O-].[K+].[K+].C(O)(CC)(C)C.C(O)CO.[CH:17]([C:20]1[CH:25]=[CH:24][CH:23]=[CH:22][C:21]=1I)([CH3:19])[CH3:18].[CH:27]([C:30]1[CH:35]=[CH:34][CH:33]=[CH:32][C:31]=1[SH:36])([CH3:29])[CH3:28].CCCCCCCCCCCC. (8) The reactants are: C([O:3][C:4](=[O:32])[CH2:5][S:6][C:7]1[S:11][C:10]([NH:12][C:13]([N:15]([C:22]2[CH:27]=[CH:26][CH:25]=[C:24]([NH:28][C:29](=[O:31])[CH3:30])[CH:23]=2)[CH2:16][CH2:17][C:18]([CH3:21])([CH3:20])[CH3:19])=[O:14])=[N:9][CH:8]=1)C.C1(CN(C2C=CC(F)=C(F)C=2)C(=O)NC2SC=C(CC(O)=O)N=2)CCCC1.NC1C=C(NC(=O)C)C=CC=1.CC(C)(C)CC=O.C(OC(=O)CSC1SC(N)=NC=1)C. Given the product [C:29]([NH:28][C:24]1[CH:23]=[C:22]([N:15]([CH2:16][CH2:17][C:18]([CH3:21])([CH3:20])[CH3:19])[C:13](=[O:14])[NH:12][C:10]2[S:11][C:7]([S:6][CH2:5][C:4]([OH:32])=[O:3])=[CH:8][N:9]=2)[CH:27]=[CH:26][CH:25]=1)(=[O:31])[CH3:30], predict the reactants needed to synthesize it.